Dataset: Reaction yield outcomes from USPTO patents with 853,638 reactions. Task: Predict the reaction yield, written as a fraction of the theoretical maximum amount of product (1.0 means a 100% yield; for example, 0.34 means a 34% yield). (1) The reactants are C([Sn](CCCC)(CCCC)/[CH:6]=[CH:7]\[CH2:8][NH2:9])CCC.Br[C:19]1[N:20]=[C:21]([N:27]2[CH2:32][CH2:31][O:30][CH2:29][CH2:28]2)[S:22][C:23]=1[C:24]([O-:26])=O. The catalyst is C1(C)C=CC=CC=1.C1C=CC([P]([Pd]([P](C2C=CC=CC=2)(C2C=CC=CC=2)C2C=CC=CC=2)([P](C2C=CC=CC=2)(C2C=CC=CC=2)C2C=CC=CC=2)[P](C2C=CC=CC=2)(C2C=CC=CC=2)C2C=CC=CC=2)(C2C=CC=CC=2)C2C=CC=CC=2)=CC=1. The product is [N:27]1([C:21]2[S:22][C:23]3[C:24](=[O:26])[NH:9][CH2:8][CH:7]=[CH:6][C:19]=3[N:20]=2)[CH2:32][CH2:31][O:30][CH2:29][CH2:28]1. The yield is 0.160. (2) The reactants are [CH2:1]([SH:8])[C:2]1[CH:7]=[CH:6][CH:5]=[CH:4][CH:3]=1.C([O-])([O-])=O.[K+].[K+].Cl[CH2:16][C:17]1[NH:18][C:19](=[O:22])[NH:20][N:21]=1.O. The catalyst is CN(C=O)C.C1(C)C=CC=CC=1. The product is [CH2:1]([S:8][CH2:16][C:17]1[NH:18][C:19](=[O:22])[NH:20][N:21]=1)[C:2]1[CH:7]=[CH:6][CH:5]=[CH:4][CH:3]=1. The yield is 0.610.